This data is from Forward reaction prediction with 1.9M reactions from USPTO patents (1976-2016). The task is: Predict the product of the given reaction. (1) Given the reactants [NH2:1][C:2]1[N:16]=[CH:15][C:14](Br)=[CH:13][C:3]=1[C:4]([NH:6][C:7]1[CH:12]=[CH:11][N:10]=[CH:9][CH:8]=1)=[O:5].Cl.[NH2:19][CH2:20][C:21]1[CH:26]=[CH:25][C:24](B(O)O)=[CH:23][CH:22]=1, predict the reaction product. The product is: [NH2:1][C:2]1[N:16]=[CH:15][C:14]([C:24]2[CH:25]=[CH:26][C:21]([CH2:20][NH2:19])=[CH:22][CH:23]=2)=[CH:13][C:3]=1[C:4]([NH:6][C:7]1[CH:12]=[CH:11][N:10]=[CH:9][CH:8]=1)=[O:5]. (2) Given the reactants [CH3:1][N:2]([CH2:10][CH2:11][N:12]([CH3:31])[CH2:13][C:14]1[C:15]([CH:25]2[CH2:30][CH2:29][NH:28][CH2:27][CH2:26]2)=[N:16][N:17]([CH:19]2[CH2:24][CH2:23][CH2:22][CH2:21][O:20]2)[CH:18]=1)[C:3](=[O:9])[O:4][C:5]([CH3:8])([CH3:7])[CH3:6].C(N(CC)CC)C.[CH3:39][CH:40]([CH3:45])[CH2:41][C:42](Cl)=[O:43], predict the reaction product. The product is: [CH3:1][N:2]([CH2:10][CH2:11][N:12]([CH3:31])[CH2:13][C:14]1[C:15]([CH:25]2[CH2:30][CH2:29][N:28]([C:42](=[O:43])[CH2:41][CH:40]([CH3:45])[CH3:39])[CH2:27][CH2:26]2)=[N:16][N:17]([CH:19]2[CH2:24][CH2:23][CH2:22][CH2:21][O:20]2)[CH:18]=1)[C:3](=[O:9])[O:4][C:5]([CH3:8])([CH3:7])[CH3:6]. (3) Given the reactants [NH2:1][C:2]1[CH:3]=[C:4]([NH:9][C:10](=[O:22])[C:11]2[CH:16]=[CH:15][CH:14]=[C:13]([C:17]([C:20]#[N:21])([CH3:19])[CH3:18])[CH:12]=2)[CH:5]=[CH:6][C:7]=1[CH3:8].Br[C:24]1[CH:25]=[C:26]2[C:31](=[CH:32][CH:33]=1)[N:30]=[CH:29][N:28]([CH2:34][CH2:35][O:36][Si](C(C)(C)C)(C)C)[C:27]2=[O:44].CC(C)([O-])C.[Na+].C1C=CC(P(C2C(C3C(P(C4C=CC=CC=4)C4C=CC=CC=4)=CC=C4C=3C=CC=C4)=C3C(C=CC=C3)=CC=2)C2C=CC=CC=2)=CC=1, predict the reaction product. The product is: [C:20]([C:17]([C:13]1[CH:12]=[C:11]([CH:16]=[CH:15][CH:14]=1)[C:10]([NH:9][C:4]1[CH:5]=[CH:6][C:7]([CH3:8])=[C:2]([NH:1][C:24]2[CH:25]=[C:26]3[C:31](=[CH:32][CH:33]=2)[N:30]=[CH:29][N:28]([CH2:34][CH2:35][OH:36])[C:27]3=[O:44])[CH:3]=1)=[O:22])([CH3:19])[CH3:18])#[N:21]. (4) Given the reactants Cl.[CH3:2][C:3]1[C:7]([CH2:8][C:9]([OH:11])=O)=[C:6]([CH3:12])[NH:5][N:4]=1.[NH2:13][C@@H:14]([CH2:32][O:33][CH2:34][C:35]1[CH:40]=[CH:39][CH:38]=[CH:37][CH:36]=1)[C:15]([NH:17][C:18]1[CH:23]=[CH:22][C:21]([O:24][C:25]2[CH:30]=[CH:29][C:28]([F:31])=[CH:27][CH:26]=2)=[CH:20][CH:19]=1)=[O:16], predict the reaction product. The product is: [CH2:34]([O:33][CH2:32][C@H:14]([NH:13][C:9](=[O:11])[CH2:8][C:7]1[C:3]([CH3:2])=[N:4][NH:5][C:6]=1[CH3:12])[C:15]([NH:17][C:18]1[CH:23]=[CH:22][C:21]([O:24][C:25]2[CH:30]=[CH:29][C:28]([F:31])=[CH:27][CH:26]=2)=[CH:20][CH:19]=1)=[O:16])[C:35]1[CH:40]=[CH:39][CH:38]=[CH:37][CH:36]=1. (5) The product is: [NH:8]1[CH2:9][CH:10]=[C:11]([C:14]2[CH:15]=[CH:16][C:17]([NH:20][C:21]([N:23]3[CH2:24][CH2:25][CH:26]([C:29]4[C:38]5[C:33](=[CH:34][C:35]([O:41][CH3:42])=[C:36]([O:39][CH3:40])[CH:37]=5)[N:32]=[CH:31][N:30]=4)[CH2:27][CH2:28]3)=[O:22])=[CH:18][CH:19]=2)[CH2:12][CH2:13]1. Given the reactants C(OC([N:8]1[CH2:13][CH:12]=[C:11]([C:14]2[CH:19]=[CH:18][C:17]([NH:20][C:21]([N:23]3[CH2:28][CH2:27][CH:26]([C:29]4[C:38]5[C:33](=[CH:34][C:35]([O:41][CH3:42])=[C:36]([O:39][CH3:40])[CH:37]=5)[N:32]=[CH:31][N:30]=4)[CH2:25][CH2:24]3)=[O:22])=[CH:16][CH:15]=2)[CH2:10][CH2:9]1)=O)(C)(C)C, predict the reaction product. (6) Given the reactants [N:1]1([C:6]2[CH:34]=[CH:33][C:9]([CH2:10][C:11]3[C:12]([C:31]#[N:32])=[N:13][C:14]4[C:19]([C:20]=3[C:21]#[N:22])=[CH:18][C:17]([C:23]([C:25]3[N:29]([CH3:30])[CH:28]=[N:27][CH:26]=3)=[O:24])=[CH:16][CH:15]=4)=[CH:8][CH:7]=2)[CH:5]=[CH:4][CH:3]=[N:2]1.[Cl:35][C:36]1[CH:41]=[CH:40][C:39]([Mg]Br)=[CH:38][CH:37]=1.[CH2:44]1COCC1, predict the reaction product. The product is: [N:1]1([C:6]2[CH:7]=[CH:8][C:9]([CH2:10][C:11]3[C:12]([C:31]#[N:32])=[N:13][C:14]4[C:19]([C:20]=3[C:21]#[N:22])=[CH:18][C:17]([C:23]([C:39]3[CH:40]=[CH:41][C:36]([Cl:35])=[CH:37][CH:38]=3)([OH:24])[C:25]3[N:29]([CH3:30])[CH:28]=[N:27][CH:26]=3)=[CH:16][C:15]=4[CH3:44])=[CH:33][CH:34]=2)[CH:5]=[CH:4][CH:3]=[N:2]1. (7) The product is: [Cl:1][C:2]1[CH:7]=[C:6]([Cl:8])[CH:5]=[CH:4][C:3]=1[O:9][CH2:13][S:14][CH3:15]. Given the reactants [Cl:1][C:2]1[CH:7]=[C:6]([Cl:8])[CH:5]=[CH:4][C:3]=1[OH:9].[H-].[Na+].Cl[CH2:13][S:14][CH3:15], predict the reaction product. (8) Given the reactants F[C:2]1[CH:7]=[C:6]([C:8]2[C:9]([C:15]3[O:16][CH:17]=[CH:18][CH:19]=3)=[N:10][C:11]([NH2:14])=[N:12][CH:13]=2)[CH:5]=[CH:4][N:3]=1.[OH2:20].[OH-].[Na+], predict the reaction product. The product is: [NH2:14][C:11]1[N:10]=[C:9]([C:15]2[O:16][CH:17]=[CH:18][CH:19]=2)[C:8]([C:6]2[CH:5]=[CH:4][NH:3][C:2](=[O:20])[CH:7]=2)=[CH:13][N:12]=1. (9) The product is: [NH2:18][C:15]1[CH:16]=[CH:17][C:12]([S:9]([CH2:8][C:3]([CH2:4][OH:5])([CH2:2][OH:1])[CH2:6][OH:7])(=[O:10])=[O:11])=[C:13]([O:21][CH3:22])[CH:14]=1. Given the reactants [OH:1][CH2:2][C:3]([CH2:8][S:9]([C:12]1[CH:17]=[CH:16][C:15]([N+:18]([O-])=O)=[CH:14][C:13]=1[O:21][CH3:22])(=[O:11])=[O:10])([CH2:6][OH:7])[CH2:4][OH:5], predict the reaction product. (10) The product is: [CH:45]1([C:2]2[N:3]([CH2:37][O:38][CH2:39][CH2:40][Si:41]([CH3:44])([CH3:43])[CH3:42])[N:4]=[C:5]3[C:10]=2[CH:9]=[C:8]([C:11]([F:12])([F:14])[F:13])[CH:7]=[C:6]3[CH2:15][O:16][CH2:17][C:18]2([C:31]3[CH:36]=[CH:35][CH:34]=[CH:33][CH:32]=3)[CH2:23][CH2:22][N:21]([C:24]([O:26][C:27]([CH3:28])([CH3:29])[CH3:30])=[O:25])[CH2:20][CH2:19]2)[CH2:47][CH2:46]1. Given the reactants Br[C:2]1[N:3]([CH2:37][O:38][CH2:39][CH2:40][Si:41]([CH3:44])([CH3:43])[CH3:42])[N:4]=[C:5]2[C:10]=1[CH:9]=[C:8]([C:11]([F:14])([F:13])[F:12])[CH:7]=[C:6]2[CH2:15][O:16][CH2:17][C:18]1([C:31]2[CH:36]=[CH:35][CH:34]=[CH:33][CH:32]=2)[CH2:23][CH2:22][N:21]([C:24]([O:26][C:27]([CH3:30])([CH3:29])[CH3:28])=[O:25])[CH2:20][CH2:19]1.[CH:45]1(B(O)O)[CH2:47][CH2:46]1, predict the reaction product.